From a dataset of Forward reaction prediction with 1.9M reactions from USPTO patents (1976-2016). Predict the product of the given reaction. Given the reactants [C:1]([N:6]1[C:14]2[CH:13]=[CH:12][C:11]([C:15]([N:17]3[CH2:22][CH2:21][CH:20]([CH3:23])[CH2:19][CH2:18]3)=[O:16])=[CH:10][C:9]=2[C:8]2[CH2:24][N:25](C(OC(C)(C)C)=O)[CH2:26][CH2:27][C:7]1=2)(=[O:5])[CH2:2][CH2:3][CH3:4].FC(F)(F)C(O)=O.C(=O)([O-])[O-], predict the reaction product. The product is: [C:1]([N:6]1[C:14]2[CH:13]=[CH:12][C:11]([C:15]([N:17]3[CH2:18][CH2:19][CH:20]([CH3:23])[CH2:21][CH2:22]3)=[O:16])=[CH:10][C:9]=2[C:8]2[CH2:24][NH:25][CH2:26][CH2:27][C:7]1=2)(=[O:5])[CH2:2][CH2:3][CH3:4].